This data is from TCR-epitope binding with 47,182 pairs between 192 epitopes and 23,139 TCRs. The task is: Binary Classification. Given a T-cell receptor sequence (or CDR3 region) and an epitope sequence, predict whether binding occurs between them. Result: 1 (the TCR binds to the epitope). The TCR CDR3 sequence is CASSQEGRRDTQYF. The epitope is TPGPGVRYPL.